Task: Predict which catalyst facilitates the given reaction.. Dataset: Catalyst prediction with 721,799 reactions and 888 catalyst types from USPTO (1) Reactant: [N+:1]([C:4]1[CH:5]=[C:6]([NH:18][S:19]([C:22]2[CH:27]=[CH:26][CH:25]=[CH:24][CH:23]=2)(=[O:21])=[O:20])[CH:7]=[CH:8][C:9]=1[NH:10][CH2:11][CH:12]1[CH2:17][CH2:16][O:15][CH2:14][CH2:13]1)([O-])=O. Product: [NH2:1][C:4]1[CH:5]=[C:6]([NH:18][S:19]([C:22]2[CH:27]=[CH:26][CH:25]=[CH:24][CH:23]=2)(=[O:21])=[O:20])[CH:7]=[CH:8][C:9]=1[NH:10][CH2:11][CH:12]1[CH2:17][CH2:16][O:15][CH2:14][CH2:13]1. The catalyst class is: 99. (2) Reactant: [Li+].[Cl-].[Br:3][C:4]1[CH:5]=[N:6][C:7]([F:18])=[C:8]([C:16]=1[F:17])[C:9]([O:11][C:12]([CH3:15])([CH3:14])[CH3:13])=[O:10].[Br:19]C(Br)(F)C(F)(F)F. Product: [Br:3][C:4]1[C:5]([Br:19])=[N:6][C:7]([F:18])=[C:8]([C:16]=1[F:17])[C:9]([O:11][C:12]([CH3:14])([CH3:15])[CH3:13])=[O:10]. The catalyst class is: 1. (3) Reactant: [F:1][C:2]1[CH:3]=[CH:4][C:5]([C:25]2[C:30]([CH3:31])=[CH:29][C:28]([O:32][CH2:33][C:34](OC)=[O:35])=[CH:27][C:26]=2[CH3:38])=[C:6]2[C:10]=1[C@H:9]([O:11][C:12]1[CH:24]=[CH:23][C:15]3[C@H:16]([CH2:19][C:20]([OH:22])=[O:21])[CH2:17][O:18][C:14]=3[CH:13]=1)[CH2:8][CH2:7]2.[NH3:39]. Product: [NH2:39][C:34](=[O:35])[CH2:33][O:32][C:28]1[CH:29]=[C:30]([CH3:31])[C:25]([C:5]2[CH:4]=[CH:3][C:2]([F:1])=[C:10]3[C:6]=2[CH2:7][CH2:8][C@H:9]3[O:11][C:12]2[CH:24]=[CH:23][C:15]3[C@H:16]([CH2:19][C:20]([OH:22])=[O:21])[CH2:17][O:18][C:14]=3[CH:13]=2)=[C:26]([CH3:38])[CH:27]=1. The catalyst class is: 12. (4) Reactant: [CH3:1][CH:2]([CH3:25])[CH2:3][C:4]([N:6]1[CH2:11][CH2:10][CH2:9][C@H:8]([CH2:12][O:13][C:14]2[CH:21]=[CH:20][CH:19]=[C:18]([N+:22]([O-])=O)[C:15]=2[C:16]#[N:17])[CH2:7]1)=[O:5]. Product: [NH2:22][C:18]1[CH:19]=[CH:20][CH:21]=[C:14]([O:13][CH2:12][C@H:8]2[CH2:9][CH2:10][CH2:11][N:6]([C:4](=[O:5])[CH2:3][CH:2]([CH3:1])[CH3:25])[CH2:7]2)[C:15]=1[C:16]#[N:17]. The catalyst class is: 180. (5) Reactant: [Cl:1][C:2]1[CH:26]=[CH:25][C:5]([O:6][CH2:7][C:8]2[NH:9][C:10]3[C:16]([O:17][CH2:18][C:19]4[CH:24]=[CH:23][CH:22]=[CH:21][CH:20]=4)=[CH:15][CH:14]=[CH:13][C:11]=3[N:12]=2)=[CH:4][CH:3]=1.[H-].[Na+].ClC1C=CC(OCC2N(C[CH2:42][CH2:43][CH:44]3[CH2:49][CH2:48][CH2:47][N:46]([C:50]([O:52][C:53]([CH3:56])([CH3:55])[CH3:54])=[O:51])[CH2:45]3)C3C=CC=C(OC[CH2:42][CH2:43][CH:44]4[CH2:49][CH2:48][CH2:47][N:46]([C:50]([O:52][C:53]([CH3:55])([CH3:54])[CH3:56])=[O:51])[CH2:45]4)C=3N=2)=CC=1. Product: [Cl:1][C:2]1[CH:3]=[CH:4][C:5]([O:6][CH2:7][C:8]2[N:12]([CH2:42][CH2:43][CH:44]3[CH2:49][CH2:48][CH2:47][N:46]([C:50]([O:52][C:53]([CH3:54])([CH3:56])[CH3:55])=[O:51])[CH2:45]3)[C:11]3[CH:13]=[CH:14][CH:15]=[C:16]([O:17][CH2:18][C:19]4[CH:20]=[CH:21][CH:22]=[CH:23][CH:24]=4)[C:10]=3[N:9]=2)=[CH:25][CH:26]=1. The catalyst class is: 9. (6) Reactant: C(OC([NH:8][C:9]([NH:11][C:12](=[O:34])[CH2:13][O:14][CH2:15][C:16]1[N:17]=[C:18]2[CH:23]=[CH:22][CH:21]=[CH:20][N:19]2[C:24]=1[C:25]#[C:26][C:27]1[CH:32]=[CH:31][C:30]([F:33])=[CH:29][CH:28]=1)=[NH:10])=O)(C)(C)C.[ClH:35]. Product: [ClH:35].[C:9]([NH:11][C:12](=[O:34])[CH2:13][O:14][CH2:15][C:16]1[N:17]=[C:18]2[CH:23]=[CH:22][CH:21]=[CH:20][N:19]2[C:24]=1[C:25]#[C:26][C:27]1[CH:32]=[CH:31][C:30]([F:33])=[CH:29][CH:28]=1)(=[NH:8])[NH2:10]. The catalyst class is: 714. (7) Reactant: O[C:2]1[CH:9]=[CH:8][C:5]([CH:6]=[O:7])=[CH:4][CH:3]=1.C(=O)([O-])[O-:11].[Cs+].[Cs+]. Product: [OH:11][C:8]1[CH:9]=[CH:2][CH:3]=[CH:4][C:5]=1[CH:6]=[O:7]. The catalyst class is: 1.